The task is: Regression. Given two drug SMILES strings and cell line genomic features, predict the synergy score measuring deviation from expected non-interaction effect.. This data is from NCI-60 drug combinations with 297,098 pairs across 59 cell lines. (1) Drug 1: CC1OCC2C(O1)C(C(C(O2)OC3C4COC(=O)C4C(C5=CC6=C(C=C35)OCO6)C7=CC(=C(C(=C7)OC)O)OC)O)O. Drug 2: CC1=C(N=C(N=C1N)C(CC(=O)N)NCC(C(=O)N)N)C(=O)NC(C(C2=CN=CN2)OC3C(C(C(C(O3)CO)O)O)OC4C(C(C(C(O4)CO)O)OC(=O)N)O)C(=O)NC(C)C(C(C)C(=O)NC(C(C)O)C(=O)NCCC5=NC(=CS5)C6=NC(=CS6)C(=O)NCCC[S+](C)C)O. Cell line: NCI-H522. Synergy scores: CSS=34.3, Synergy_ZIP=-8.99, Synergy_Bliss=0.336, Synergy_Loewe=2.71, Synergy_HSA=3.15. (2) Drug 1: CC1=CC2C(CCC3(C2CCC3(C(=O)C)OC(=O)C)C)C4(C1=CC(=O)CC4)C. Drug 2: CC1=C(C(=O)C2=C(C1=O)N3CC4C(C3(C2COC(=O)N)OC)N4)N. Cell line: OVCAR-5. Synergy scores: CSS=27.5, Synergy_ZIP=-10.6, Synergy_Bliss=-10.8, Synergy_Loewe=-50.6, Synergy_HSA=-13.5. (3) Drug 1: CCC1(CC2CC(C3=C(CCN(C2)C1)C4=CC=CC=C4N3)(C5=C(C=C6C(=C5)C78CCN9C7C(C=CC9)(C(C(C8N6C=O)(C(=O)OC)O)OC(=O)C)CC)OC)C(=O)OC)O.OS(=O)(=O)O. Drug 2: CC1CCCC2(C(O2)CC(NC(=O)CC(C(C(=O)C(C1O)C)(C)C)O)C(=CC3=CSC(=N3)C)C)C. Cell line: LOX IMVI. Synergy scores: CSS=48.2, Synergy_ZIP=6.51, Synergy_Bliss=4.22, Synergy_Loewe=-15.7, Synergy_HSA=-1.30. (4) Drug 1: CC1OCC2C(O1)C(C(C(O2)OC3C4COC(=O)C4C(C5=CC6=C(C=C35)OCO6)C7=CC(=C(C(=C7)OC)O)OC)O)O. Drug 2: C(CN)CNCCSP(=O)(O)O. Cell line: M14. Synergy scores: CSS=1.19, Synergy_ZIP=-4.93, Synergy_Bliss=1.16, Synergy_Loewe=-23.0, Synergy_HSA=-1.85. (5) Drug 1: COC1=C(C=C2C(=C1)N=CN=C2NC3=CC(=C(C=C3)F)Cl)OCCCN4CCOCC4. Drug 2: C1=CC(=CC=C1CCCC(=O)O)N(CCCl)CCCl. Cell line: EKVX. Synergy scores: CSS=30.0, Synergy_ZIP=-1.28, Synergy_Bliss=2.95, Synergy_Loewe=-4.36, Synergy_HSA=9.83. (6) Drug 1: CC1=C(C=C(C=C1)NC2=NC=CC(=N2)N(C)C3=CC4=NN(C(=C4C=C3)C)C)S(=O)(=O)N.Cl. Drug 2: C1=CC(=CC=C1C#N)C(C2=CC=C(C=C2)C#N)N3C=NC=N3. Cell line: NCI-H522. Synergy scores: CSS=3.68, Synergy_ZIP=3.37, Synergy_Bliss=2.80, Synergy_Loewe=3.11, Synergy_HSA=3.11.